This data is from Reaction yield outcomes from USPTO patents with 853,638 reactions. The task is: Predict the reaction yield, written as a fraction of the theoretical maximum amount of product (1.0 means a 100% yield; for example, 0.34 means a 34% yield). (1) The catalyst is CN(C=O)C. The product is [Cl:1][C:2]1[CH:23]=[C:22]([O:24][CH:26]([CH3:28])[CH3:27])[CH:21]=[CH:20][C:3]=1[CH2:4][CH:5]1[CH2:9][CH2:8][N:7]([CH:10]2[CH2:18][CH2:17][C:16]3[C:12](=[CH:13][NH:14][N:15]=3)[CH2:11]2)[C:6]1=[O:19]. The reactants are [Cl:1][C:2]1[CH:23]=[C:22]([OH:24])[CH:21]=[CH:20][C:3]=1[CH2:4][CH:5]1[CH2:9][CH2:8][N:7]([CH:10]2[CH2:18][CH2:17][C:16]3[C:12](=[CH:13][NH:14][N:15]=3)[CH2:11]2)[C:6]1=[O:19].I[CH:26]([CH3:28])[CH3:27].C(=O)([O-])[O-].[K+].[K+]. The yield is 0.480. (2) The reactants are [C:1]1([CH3:12])[CH:6]=[CH:5][C:4]([C:7]2[N:11]=[CH:10][NH:9][N:8]=2)=[CH:3][CH:2]=1.[F:13][C:14]([O:20][C:21]1[CH:26]=[CH:25][C:24](Br)=[CH:23][CH:22]=1)([F:19])[C:15]([F:18])([F:17])[F:16].C([O-])([O-])=O.[Cs+].[Cs+].OC1C=CC=C2C=1N=CC=C2.Cl. The catalyst is [Cu]I.CCOCC.O.CN(C=O)C.O. The product is [F:13][C:14]([F:19])([O:20][C:21]1[CH:22]=[CH:23][C:24]([N:9]2[CH:10]=[N:11][C:7]([C:4]3[CH:3]=[CH:2][C:1]([CH3:12])=[CH:6][CH:5]=3)=[N:8]2)=[CH:25][CH:26]=1)[C:15]([F:16])([F:18])[F:17]. The yield is 0.610. (3) The reactants are CC([O-])(C)C.[K+].[Cl:7][C:8]1[CH:13]=[CH:12][CH:11]=[CH:10][C:9]=1[N+:14]([O-:16])=[O:15].Cl[CH:18]([CH3:24])[C:19]([O:21][CH2:22][CH3:23])=[O:20].Cl. The catalyst is C(OCC)(=O)C.CN(C=O)C. The product is [Cl:7][C:8]1[CH:13]=[C:12]([CH:18]([CH3:24])[C:19]([O:21][CH2:22][CH3:23])=[O:20])[CH:11]=[CH:10][C:9]=1[N+:14]([O-:16])=[O:15]. The yield is 0.640. (4) The reactants are [SH:1][C:2]1[C:10]([CH3:11])=[CH:9][C:8]([CH3:12])=[CH:7][C:3]=1[C:4]([OH:6])=O.[C:13]([C:15]1[CH:20]=[CH:19][CH:18]=[CH:17][N:16]=1)#[N:14]. The catalyst is N1C=CC=CC=1. The product is [CH3:12][C:8]1[CH:9]=[C:10]([CH3:11])[C:2]2[S:1][C:13]([C:15]3[CH:20]=[CH:19][CH:18]=[CH:17][N:16]=3)=[N:14][C:4](=[O:6])[C:3]=2[CH:7]=1. The yield is 0.520. (5) The reactants are [F:1][C:2]([F:12])([F:11])[C:3]1[N:4]=[C:5]([C:8]([OH:10])=O)[S:6][CH:7]=1.CN(C=O)C.C(Cl)(=O)C(Cl)=O.[NH2:24][C:25]1[C:30]([CH3:31])=[C:29]([O:32][CH3:33])[CH:28]=[CH:27][C:26]=1[C:34](=[O:36])[CH3:35]. The catalyst is C(Cl)Cl.O1CCOCC1. The product is [C:34]([C:26]1[C:25]([NH:24][C:8]([C:5]2[S:6][CH2:7][CH:3]([C:2]([F:1])([F:12])[F:11])[N:4]=2)=[O:10])=[C:30]([CH3:31])[C:29]([O:32][CH3:33])=[CH:28][CH:27]=1)(=[O:36])[CH3:35]. The yield is 0.860.